This data is from CYP3A4 inhibition data for predicting drug metabolism from PubChem BioAssay. The task is: Regression/Classification. Given a drug SMILES string, predict its absorption, distribution, metabolism, or excretion properties. Task type varies by dataset: regression for continuous measurements (e.g., permeability, clearance, half-life) or binary classification for categorical outcomes (e.g., BBB penetration, CYP inhibition). Dataset: cyp3a4_veith. (1) The compound is CCOC(=O)Cc1cc(=O)n2[nH]c(C)c(-c3ccccc3)c2n1. The result is 0 (non-inhibitor). (2) The compound is CCOC(=O)c1cc2c(C(F)(F)F)cc(-c3ccccc3)nc2o1. The result is 0 (non-inhibitor). (3) The compound is CN[C@@H](CC(C)C)C(=O)N[C@@H]1C(=O)N[C@H](CC(N)=O)C(=O)N[C@@H]2C(=O)N[C@H]3C(=O)N[C@H](C(=O)N[C@H](C(=O)O)c4cc(O)cc(O)c4-c4cc3ccc4O)[C@H](O)c3ccc(c(Cl)c3)Oc3cc2cc(c3O[C@H]2O[C@@H](CO)[C@@H](O)[C@@H](O)[C@@H]2O[C@@H]2C[C@](C)(N)[C@H](O)[C@H](C)O2)Oc2ccc(cc2Cl)[C@@H]1O. The result is 0 (non-inhibitor). (4) The molecule is COc1ccc(-c2nnn(CC(=O)N(CC(=O)NCCC(C)C)Cc3cccs3)n2)cc1OC. The result is 1 (inhibitor). (5) The compound is Cc1ccc(CNC(=O)Cc2csc(Nc3nc(=S)[nH]c4ccccc34)n2)cc1. The result is 1 (inhibitor). (6) The result is 1 (inhibitor). The molecule is COc1cc(OC)c2c(c1)C(=O)c1cc(OC)cc(OC)c1C2=O. (7) The drug is CCOC(=O)C1(C(=O)O)NC(=O)CC1c1ccccc1. The result is 0 (non-inhibitor). (8) The molecule is Cc1cccc(OCCn2c(S(=O)(=O)O)nc3ccccc32)c1. The result is 0 (non-inhibitor). (9) The compound is O=C(NCc1ccccc1)C(c1cccs1)N(Cc1cccs1)C(=O)c1cnccn1. The result is 1 (inhibitor). (10) The drug is Br.CCCCN1C2=NCCCN2c2ccccc21. The result is 0 (non-inhibitor).